The task is: Predict the product of the given reaction.. This data is from Forward reaction prediction with 1.9M reactions from USPTO patents (1976-2016). (1) Given the reactants [OH:1][C:2]1[CH:9]=[C:8]([O:10][CH:11]2[CH2:16][CH2:15][CH2:14][CH2:13][O:12]2)[CH:7]=[C:6]([CH2:17][O:18][CH3:19])[C:3]=1[CH:4]=[O:5].[O:20](S(C(F)(F)F)(=O)=O)[S:21]([C:24]([F:27])([F:26])[F:25])(=O)=[O:22], predict the reaction product. The product is: [CH:4]([C:3]1[C:6]([CH2:17][O:18][CH3:19])=[CH:7][C:8]([O:10][CH:11]2[CH2:16][CH2:15][CH2:14][CH2:13][O:12]2)=[CH:9][C:2]=1[O:1][S:21]([C:24]([F:27])([F:26])[F:25])(=[O:22])=[O:20])=[O:5]. (2) Given the reactants FC(F)(F)C(O)=O.[N:8]([CH2:11][C@H:12]1[O:16][C:15](=[O:17])[N:14]([C:18]2[CH:23]=[CH:22][C:21]([C:24]([O:26]C(C)(C)C)=[O:25])=[C:20]([F:31])[CH:19]=2)[CH2:13]1)=[N+:9]=[N-:10], predict the reaction product. The product is: [N:8]([CH2:11][C@H:12]1[O:16][C:15](=[O:17])[N:14]([C:18]2[CH:23]=[CH:22][C:21]([C:24]([OH:26])=[O:25])=[C:20]([F:31])[CH:19]=2)[CH2:13]1)=[N+:9]=[N-:10]. (3) Given the reactants [P:1]([OH:4])([OH:3])[OH:2].[CH3:5][Si:6]([CH3:13])([CH3:12])O[Si:6]([CH3:13])([CH3:12])[CH3:5], predict the reaction product. The product is: [CH3:5][Si:6]([O:2][PH:1](=[O:4])[O:3][Si:6]([CH3:13])([CH3:12])[CH3:5])([CH3:13])[CH3:12].